Dataset: Full USPTO retrosynthesis dataset with 1.9M reactions from patents (1976-2016). Task: Predict the reactants needed to synthesize the given product. (1) Given the product [OH:10][CH:7]([C:1]1[CH:6]=[CH:5][CH:4]=[CH:3][CH:2]=1)[C:8]1[O:19][N:18]=[C:12]([C:13]([O:15][CH2:16][CH3:17])=[O:14])[CH:9]=1, predict the reactants needed to synthesize it. The reactants are: [C:1]1([CH:7]([OH:10])[C:8]#[CH:9])[CH:6]=[CH:5][CH:4]=[CH:3][CH:2]=1.Cl/[C:12](=[N:18]\[OH:19])/[C:13]([O:15][CH2:16][CH3:17])=[O:14].C(=O)([O-])O.[Na+]. (2) Given the product [Cl:27][C:28]1[CH:33]=[C:32]([F:34])[CH:31]=[CH:30][C:29]=1[CH2:35][C:36]([NH:39][CH2:21][CH:20]([C:11]1[C:12]2[O:17][CH2:16][C:15](=[O:18])[NH:14][C:13]=2[CH:19]=[C:9]([OH:8])[CH:10]=1)[OH:26])([CH3:37])[CH3:38], predict the reactants needed to synthesize it. The reactants are: C([O:8][C:9]1[CH:10]=[C:11]([C:20](=[O:26])[CH:21](OCC)O)[C:12]2[O:17][CH2:16][C:15](=[O:18])[NH:14][C:13]=2[CH:19]=1)C1C=CC=CC=1.[Cl:27][C:28]1[CH:33]=[C:32]([F:34])[CH:31]=[CH:30][C:29]=1[CH2:35][C:36]([NH2:39])([CH3:38])[CH3:37].[BH4-].[Li+].C(CN)O.B(Br)(Br)Br.